Dataset: Catalyst prediction with 721,799 reactions and 888 catalyst types from USPTO. Task: Predict which catalyst facilitates the given reaction. (1) Reactant: [Cl:1][C:2]1[N:11]=[C:10]([Cl:12])[CH:9]=[C:8](Cl)[C:3]=1[C:4]([O:6][CH3:7])=[O:5].[CH3:14][O-:15].[Na+]. Product: [Cl:1][C:2]1[N:11]=[C:10]([Cl:12])[CH:9]=[C:8]([O:15][CH3:14])[C:3]=1[C:4]([O:6][CH3:7])=[O:5]. The catalyst class is: 5. (2) Reactant: Cl[CH2:2][C:3]1[CH:4]=[C:5]([C:9]2[C:14]3[N:15]([C:18]4[CH:23]=[CH:22][CH:21]=[CH:20][CH:19]=4)[CH:16]=[N:17][C:13]=3[CH:12]=[C:11]([C:24]([F:27])([F:26])[F:25])[CH:10]=2)[CH:6]=[CH:7][CH:8]=1.[NH:28]1[CH2:33][CH2:32][O:31][CH2:30][CH2:29]1. Product: [N:28]1([CH2:2][C:3]2[CH:4]=[C:5]([C:9]3[C:14]4[N:15]([C:18]5[CH:23]=[CH:22][CH:21]=[CH:20][CH:19]=5)[CH:16]=[N:17][C:13]=4[CH:12]=[C:11]([C:24]([F:27])([F:26])[F:25])[CH:10]=3)[CH:6]=[CH:7][CH:8]=2)[CH2:33][CH2:32][O:31][CH2:30][CH2:29]1. The catalyst class is: 37. (3) Reactant: [NH:1]1[CH:5]=[C:4]([CH:6]=[O:7])[CH:3]=[N:2]1.[H-].[Na+].Br[CH2:11][CH:12]1[CH2:14][CH2:13]1. Product: [CH:12]1([CH2:11][N:1]2[CH:5]=[C:4]([CH:6]=[O:7])[CH:3]=[N:2]2)[CH2:14][CH2:13]1. The catalyst class is: 3. (4) Reactant: [N+:1]([C:4]1[C:5]([O:19][CH2:20][CH2:21][O:22][C:23](=[O:25])[CH3:24])([CH:7]=[CH:8][C:9]([O:12][CH2:13][CH2:14][O:15][C:16](=[O:18])[CH3:17])(O)[CH:10]=1)O)([O-])=O.[H][H]. Product: [C:23]([O:22][CH2:21][CH2:20][O:19][C:5]1[CH:7]=[CH:8][C:9]([O:12][CH2:13][CH2:14][O:15][C:16](=[O:18])[CH3:17])=[CH:10][C:4]=1[NH2:1])(=[O:25])[CH3:24]. The catalyst class is: 29.